From a dataset of Full USPTO retrosynthesis dataset with 1.9M reactions from patents (1976-2016). Predict the reactants needed to synthesize the given product. (1) Given the product [F:21][C:2]1([F:1])[CH2:4][CH:3]1[C:5]1[O:9][N:8]=[C:7]([C:10]2[C:11]([CH3:20])=[CH:12][C:13]([CH3:19])=[C:14]([CH:15]=2)[NH2:16])[N:6]=1, predict the reactants needed to synthesize it. The reactants are: [F:1][C:2]1([F:21])[CH2:4][CH:3]1[C:5]1[O:9][N:8]=[C:7]([C:10]2[CH:15]=[C:14]([N+:16]([O-])=O)[C:13]([CH3:19])=[CH:12][C:11]=2[CH3:20])[N:6]=1.O.O.[Sn](Cl)Cl.C(=O)(O)[O-].[Na+]. (2) Given the product [CH:10]([N:1]1[C:9]2[C:4](=[CH:5][CH:6]=[CH:7][CH:8]=2)[CH2:3][CH2:2]1)=[O:11], predict the reactants needed to synthesize it. The reactants are: [NH:1]1[C:9]2[C:4](=[CH:5][CH:6]=[CH:7][CH:8]=2)[CH2:3][CH2:2]1.[CH:10](O)=[O:11].O. (3) The reactants are: C(OC([N:8]1[CH2:13][CH2:12][CH2:11][C@@H:10]([N:14]2[CH:18]=[C:17]([C:19]3[CH:20]=[C:21]4[C:25](=[CH:26][CH:27]=3)[N:24](C(OC(C)(C)C)=O)[N:23]=[C:22]4[C:35]3[CH:40]=[CH:39][N:38]=[CH:37][CH:36]=3)[N:16]=[N:15]2)[CH2:9]1)=O)(C)(C)C.C(O)(C(F)(F)F)=O. Given the product [NH:8]1[CH2:13][CH2:12][CH2:11][C@@H:10]([N:14]2[CH:18]=[C:17]([C:19]3[CH:20]=[C:21]4[C:25](=[CH:26][CH:27]=3)[NH:24][N:23]=[C:22]4[C:35]3[CH:40]=[CH:39][N:38]=[CH:37][CH:36]=3)[N:16]=[N:15]2)[CH2:9]1, predict the reactants needed to synthesize it. (4) Given the product [C:1]([O:5][CH2:6][CH2:7][C:8]1[CH:13]=[CH:12][C:11]([N:14]2[C:18]3=[N:19][CH:20]=[C:21]([NH:24][S:34]([CH3:33])(=[O:36])=[O:35])[C:22]([CH3:23])=[C:17]3[N:16]=[C:15]2[CH2:25][CH3:26])=[CH:10][CH:9]=1)(=[O:4])[CH2:2][CH3:3], predict the reactants needed to synthesize it. The reactants are: [C:1]([O:5][CH2:6][CH2:7][C:8]1[CH:13]=[CH:12][C:11]([N:14]2[C:18]3=[N:19][CH:20]=[C:21]([NH2:24])[C:22]([CH3:23])=[C:17]3[N:16]=[C:15]2[CH2:25][CH3:26])=[CH:10][CH:9]=1)(=[O:4])[CH2:2][CH3:3].N1C=CC=CC=1.[CH3:33][S:34](Cl)(=[O:36])=[O:35]. (5) Given the product [Cl:1][C:2]1[CH:3]=[CH:4][C:5]([C:40]#[N:41])=[C:6]([C:8]2[C:13]([O:14][CH3:15])=[CH:12][N:11]([CH:16]([CH2:33][C@H:34]3[CH2:38][CH2:37][CH2:36][O:35]3)[C:17]([NH:19][C:20]3[CH:32]=[CH:31][C:23]([C:24]([OH:26])=[O:25])=[CH:22][CH:21]=3)=[O:18])[C:10](=[O:39])[CH:9]=2)[CH:7]=1, predict the reactants needed to synthesize it. The reactants are: [Cl:1][C:2]1[CH:3]=[CH:4][C:5]([C:40]#[N:41])=[C:6]([C:8]2[C:13]([O:14][CH3:15])=[CH:12][N:11]([CH:16]([CH2:33][C@H:34]3[CH2:38][CH2:37][CH2:36][O:35]3)[C:17]([NH:19][C:20]3[CH:32]=[CH:31][C:23]([C:24]([O:26]C(C)(C)C)=[O:25])=[CH:22][CH:21]=3)=[O:18])[C:10](=[O:39])[CH:9]=2)[CH:7]=1.C(O)(C(F)(F)F)=O. (6) Given the product [CH2:41]([S:38]([C:34]1[CH:33]=[C:32]([C:11]2[CH:10]=[C:9]([NH:8][CH3:6])[C:17]([O:18][CH3:19])=[C:16]3[C:12]=2[C:13]2[CH:30]=[C:29]([CH3:31])[CH:28]=[N:27][C:14]=2[NH:15]3)[CH:37]=[CH:36][CH:35]=1)(=[O:40])=[O:39])[CH3:42], predict the reactants needed to synthesize it. The reactants are: C(O[C:6]([N:8](C)[C:9]1[C:17]([O:18][CH3:19])=[C:16]2[C:12]([C:13]3[CH:30]=[C:29]([CH3:31])[CH:28]=[N:27][C:14]=3[N:15]2C(OC(C)(C)C)=O)=[C:11]([C:32]2[CH:37]=[CH:36][CH:35]=[C:34]([S:38]([CH2:41][CH3:42])(=[O:40])=[O:39])[CH:33]=2)[CH:10]=1)=O)(C)(C)C.C1(OC)C=CC=CC=1.C(O)(C(F)(F)F)=O. (7) Given the product [CH:1]1([CH2:7][CH2:8][CH2:9][C@@H:10]([C:19]2[O:23][N:22]=[C:21]([C:24]([N:26]([CH2:27][C:28]([O:30][CH3:31])=[O:29])[CH3:34])=[O:25])[N:20]=2)[CH2:11][C:12]([O:14][C:15]([CH3:16])([CH3:17])[CH3:18])=[O:13])[CH2:6][CH2:5][CH2:4][CH2:3][CH2:2]1, predict the reactants needed to synthesize it. The reactants are: [CH:1]1([CH2:7][CH2:8][CH2:9][C@@H:10]([C:19]2[O:23][N:22]=[C:21]([C:24]([NH:26][CH2:27][C:28]([O:30][CH3:31])=[O:29])=[O:25])[N:20]=2)[CH2:11][C:12]([O:14][C:15]([CH3:18])([CH3:17])[CH3:16])=[O:13])[CH2:6][CH2:5][CH2:4][CH2:3][CH2:2]1.IC.[C:34](=O)([O-])[O-].[Cs+].[Cs+].